From a dataset of Forward reaction prediction with 1.9M reactions from USPTO patents (1976-2016). Predict the product of the given reaction. (1) Given the reactants Cl[C:2]1[N:3]([C:14]2[CH:19]=[CH:18][CH:17]=[CH:16][CH:15]=2)[C:4]2[C:9]([C:10]=1[CH:11]=[O:12])=[CH:8][C:7]([CH3:13])=[CH:6][CH:5]=2.[NH:20]1[CH2:25][CH2:24][NH:23][CH2:22][CH2:21]1, predict the reaction product. The product is: [CH3:13][C:7]1[CH:8]=[C:9]2[C:4](=[CH:5][CH:6]=1)[N:3]([C:14]1[CH:19]=[CH:18][CH:17]=[CH:16][CH:15]=1)[C:2]([N:20]1[CH2:25][CH2:24][NH:23][CH2:22][CH2:21]1)=[C:10]2[CH:11]=[O:12]. (2) Given the reactants [NH2:1][CH2:2][C@@H:3]1[C@H:8]([CH3:9])[CH2:7][CH2:6][CH2:5][N:4]1[C:10]([C:12]1[CH:17]=[CH:16][CH:15]=[C:14]([CH3:18])[C:13]=1[C:19]1[N:24]=[CH:23][CH:22]=[CH:21][N:20]=1)=[O:11].Cl[C:26]1[N:31]=[CH:30][C:29]([C:32]([F:35])([F:34])[F:33])=[CH:28][N:27]=1, predict the reaction product. The product is: [CH3:9][C@@H:8]1[CH2:7][CH2:6][CH2:5][N:4]([C:10]([C:12]2[CH:17]=[CH:16][CH:15]=[C:14]([CH3:18])[C:13]=2[C:19]2[N:20]=[CH:21][CH:22]=[CH:23][N:24]=2)=[O:11])[C@@H:3]1[CH2:2][NH:1][C:26]1[N:31]=[CH:30][C:29]([C:32]([F:35])([F:34])[F:33])=[CH:28][N:27]=1. (3) Given the reactants [CH2:1]([S:8][C:9]([CH3:35])([CH:33]=O)[CH2:10][NH:11][C:12]([C:14]1[NH:15][C:16]2[C:21]([CH:22]=1)=[CH:20][CH:19]=[CH:18][C:17]=2[N:23]([CH3:32])[S:24]([C:27]1[S:28][CH:29]=[CH:30][CH:31]=1)(=[O:26])=[O:25])=[O:13])[C:2]1[CH:7]=[CH:6][CH:5]=[CH:4][CH:3]=1.[NH:36]1[CH2:41][CH2:40][O:39][CH2:38][CH2:37]1.C(O[BH-](OC(=O)C)OC(=O)C)(=O)C.[Na+].C(=O)([O-])O.[Na+], predict the reaction product. The product is: [CH2:1]([S:8][C:9]([CH3:35])([CH2:33][N:36]1[CH2:41][CH2:40][O:39][CH2:38][CH2:37]1)[CH2:10][NH:11][C:12]([C:14]1[NH:15][C:16]2[C:21]([CH:22]=1)=[CH:20][CH:19]=[CH:18][C:17]=2[N:23]([CH3:32])[S:24]([C:27]1[S:28][CH:29]=[CH:30][CH:31]=1)(=[O:26])=[O:25])=[O:13])[C:2]1[CH:7]=[CH:6][CH:5]=[CH:4][CH:3]=1. (4) Given the reactants CCN(C(C)C)C(C)C.[F:10][C:11]([F:28])([F:27])[O:12][C:13]1[CH:14]=[CH:15][CH:16]=[C:17]2[C:22]=1[O:21][C:20](=[O:23])[C:19]([C:24]([OH:26])=O)=[CH:18]2.CN(C(ON1N=NC2C=CC=NC1=2)=[N+](C)C)C.F[P-](F)(F)(F)(F)F.[CH2:53]([O:55][C:56]1[C:61]([C:62]2[CH:63]=[C:64]([NH2:68])[CH:65]=[CH:66][CH:67]=2)=[CH:60][CH:59]=[CH:58][N:57]=1)[CH3:54], predict the reaction product. The product is: [CH2:53]([O:55][C:56]1[C:61]([C:62]2[CH:63]=[C:64]([NH:68][C:24]([C:19]3[C:20](=[O:23])[O:21][C:22]4[C:17]([CH:18]=3)=[CH:16][CH:15]=[CH:14][C:13]=4[O:12][C:11]([F:10])([F:28])[F:27])=[O:26])[CH:65]=[CH:66][CH:67]=2)=[CH:60][CH:59]=[CH:58][N:57]=1)[CH3:54]. (5) Given the reactants [NH:1]1[C:9]2[CH2:8][CH2:7][CH2:6][CH2:5][C:4]=2[CH2:3][C@H:2]1[C:10]([O:12][CH2:13][C:14]1[CH:19]=[CH:18][CH:17]=[CH:16][CH:15]=1)=[O:11].ClCCl.[C:23]([O:27][C:28]([NH:30][C@@H:31]([CH3:35])[C:32](Cl)=[O:33])=[O:29])([CH3:26])([CH3:25])[CH3:24], predict the reaction product. The product is: [C:23]([O:27][C:28]([NH:30][C@@H:31]([CH3:35])[C:32]([N:1]1[C:9]2[C:4](=[CH:5][CH:6]=[CH:7][CH:8]=2)[CH2:3][C@H:2]1[C:10]([O:12][CH2:13][C:14]1[CH:19]=[CH:18][CH:17]=[CH:16][CH:15]=1)=[O:11])=[O:33])=[O:29])([CH3:26])([CH3:25])[CH3:24]. (6) Given the reactants Br[C:2]1[CH:7]=[CH:6][C:5]([CH:8]([C:21]2[CH:26]=[CH:25][C:24]([Cl:27])=[CH:23][C:22]=2[CH3:28])[CH2:9]/[C:10](/[C:13]2[CH:14]=[CH:15][C:16](=[O:20])[N:17]([CH3:19])[CH:18]=2)=[N:11]\[OH:12])=[CH:4][CH:3]=1.[CH3:29][S:30]([NH:33][C:34]1[CH:39]=[CH:38][C:37](B(O)O)=[CH:36][CH:35]=1)(=[O:32])=[O:31], predict the reaction product. The product is: [Cl:27][C:24]1[CH:25]=[CH:26][C:21]([CH:8]([C:5]2[CH:4]=[CH:3][C:2]([C:37]3[CH:38]=[CH:39][C:34]([NH:33][S:30]([CH3:29])(=[O:32])=[O:31])=[CH:35][CH:36]=3)=[CH:7][CH:6]=2)[CH2:9]/[C:10](=[N:11]\[OH:12])/[C:13]2[CH:14]=[CH:15][C:16](=[O:20])[N:17]([CH3:19])[CH:18]=2)=[C:22]([CH3:28])[CH:23]=1.